Dataset: Reaction yield outcomes from USPTO patents with 853,638 reactions. Task: Predict the reaction yield, written as a fraction of the theoretical maximum amount of product (1.0 means a 100% yield; for example, 0.34 means a 34% yield). (1) The reactants are [CH2:1]([O:4][C:5](=[O:49])[CH:6]([NH:15][C:16]([O:18][C:19]1[CH:24]=[CH:23][C:22]([CH2:25][O:26][C:27](=[O:48])[NH:28][C:29]2[CH:34]=[C:33]([O:35][CH3:36])[C:32]([O:37][CH3:38])=[CH:31][C:30]=2[C:39]([N:41]2[CH2:45][CH2:44][CH2:43][CH:42]2[CH2:46][OH:47])=[O:40])=[CH:21][CH:20]=1)=[O:17])[CH2:7][CH2:8][C:9]([O:11][CH2:12][CH:13]=[CH2:14])=[O:10])[CH:2]=[CH2:3].[Cr](O[Cr]([O-])(=O)=O)([O-])(=O)=O.[NH+]1C=CC=CC=1.[NH+]1C=CC=CC=1.CCOC(C)=O. The catalyst is C(Cl)Cl. The product is [CH2:1]([O:4][C:5](=[O:49])[CH:6]([NH:15][C:16]([O:18][C:19]1[CH:20]=[CH:21][C:22]([CH2:25][O:26][C:27]([N:28]2[C:29]3[CH:34]=[C:33]([O:35][CH3:36])[C:32]([O:37][CH3:38])=[CH:31][C:30]=3[C:39](=[O:40])[N:41]3[CH2:45][CH2:44][CH2:43][C@H:42]3[C@@H:46]2[OH:47])=[O:48])=[CH:23][CH:24]=1)=[O:17])[CH2:7][CH2:8][C:9]([O:11][CH2:12][CH:13]=[CH2:14])=[O:10])[CH:2]=[CH2:3]. The yield is 0.660. (2) The reactants are [CH:1]([N:4]([C:8]1[CH:13]=[CH:12][C:11]2[O:14][CH2:15][O:16][C:10]=2[CH:9]=1)[C:5]([NH2:7])=[O:6])([CH3:3])[CH3:2].[O:17]1[C:22]2[CH:23]=[CH:24][C:25]([CH:27]=O)=[CH:26][C:21]=2[O:20][CH2:19][CH2:18]1. No catalyst specified. The product is [CH:1]([N:4]1[C:8]2[C:13](=[CH:12][C:11]3[O:14][CH2:15][O:16][C:10]=3[CH:9]=2)[CH:27]([C:25]2[CH:24]=[CH:23][C:22]3[O:17][CH2:18][CH2:19][O:20][C:21]=3[CH:26]=2)[NH:7][C:5]1=[O:6])([CH3:3])[CH3:2]. The yield is 0.320. (3) The reactants are [CH3:1][O:2][C:3]1[CH:8]=[CH:7][CH:6]=[CH:5][C:4]=1[CH:9]=[C:10]([CH3:12])[CH3:11]. The catalyst is CCO.[Pd]. The product is [CH2:9]([C:4]1[CH:5]=[CH:6][CH:7]=[CH:8][C:3]=1[O:2][CH3:1])[CH:10]([CH3:12])[CH3:11]. The yield is 0.840. (4) The reactants are C(OC([N:8]([C:16]1[N:17]=[CH:18][CH:19]=[C:20]2[CH:24]=[C:23]([Sn](C)(C)C)[O:22][C:21]=12)C(OC(C)(C)C)=O)=O)(C)(C)C.Br[C:30]1[N:34]2[CH:35]=[CH:36][N:37]=[CH:38][C:33]2=[N:32][CH:31]=1.[F-].[Cs+]. The catalyst is O1CCOCC1. The product is [N:32]1[CH:31]=[C:30]([C:23]2[O:22][C:21]3=[C:16]([NH2:8])[N:17]=[CH:18][CH:19]=[C:20]3[CH:24]=2)[N:34]2[CH:35]=[CH:36][N:37]=[CH:38][C:33]=12. The yield is 0.490. (5) The reactants are [CH3:1][C:2]1[NH:3][CH:4]=[C:5]([CH3:7])[N:6]=1.CS(O[CH:13]1[CH2:18][CH2:17][N:16]([C:19]([O:21][C:22]([CH3:25])([CH3:24])[CH3:23])=[O:20])[CH2:15][CH2:14]1)(=O)=O.C(=O)([O-])[O-].[K+].[K+]. The catalyst is CN(C=O)C. The product is [CH3:1][C:2]1[N:3]([CH:13]2[CH2:18][CH2:17][N:16]([C:19]([O:21][C:22]([CH3:25])([CH3:24])[CH3:23])=[O:20])[CH2:15][CH2:14]2)[CH:4]=[C:5]([CH3:7])[N:6]=1. The yield is 0.0600. (6) The reactants are CC(OC([NH:8][C@@H:9]([CH2:27][CH3:28])[C:10]([NH:12][C@@H:13]([CH2:19][CH2:20][C:21]1[CH:26]=[CH:25][CH:24]=[CH:23][CH:22]=1)/[CH:14]=[CH:15]/[C:16]([OH:18])=O)=[O:11])=O)(C)C.CN(C(ON1N=NC2C=CC=NC1=2)=[N+](C)C)C.F[P-](F)(F)(F)(F)F.CCN(C(C)C)C(C)C.[C@@H:62]12[NH:72][C@@H:69]([CH2:70][CH2:71]1)[C:68]1[C:63]2=[CH:64][CH:65]=[CH:66][CH:67]=1.[C:73]([OH:79])([C:75]([F:78])([F:77])[F:76])=[O:74]. The catalyst is CN(C=O)C.C(Cl)Cl. The product is [F:76][C:75]([F:78])([F:77])[C:73]([OH:79])=[O:74].[NH2:8][C@@H:9]([CH2:27][CH3:28])[C:10]([NH:12][C@@H:13]([CH2:19][CH2:20][C:21]1[CH:22]=[CH:23][CH:24]=[CH:25][CH:26]=1)/[CH:14]=[CH:15]/[C:16]([N:72]1[C@H:62]2[CH2:71][CH2:70][C@@H:69]1[C:68]1[C:63]2=[CH:64][CH:65]=[CH:66][CH:67]=1)=[O:18])=[O:11]. The yield is 0.260. (7) The reactants are [F:1][C:2]1[CH:7]=[CH:6][CH:5]=[CH:4][C:3]=1[N:8]1[C:16]2[C:11](=[C:12]([N:17]3[CH2:21][CH2:20][NH:19][C:18]3=[O:22])[CH:13]=[CH:14][CH:15]=2)[CH:10]=[N:9]1.[H-].[Na+].Cl[CH2:26][C:27]1[S:28][C:29]([CH:32]2[CH2:34][CH2:33]2)=[N:30][N:31]=1. The catalyst is O1CCCC1. The product is [CH:32]1([C:29]2[S:28][C:27]([CH2:26][N:19]3[CH2:20][CH2:21][N:17]([C:12]4[CH:13]=[CH:14][CH:15]=[C:16]5[C:11]=4[CH:10]=[N:9][N:8]5[C:3]4[CH:4]=[CH:5][CH:6]=[CH:7][C:2]=4[F:1])[C:18]3=[O:22])=[N:31][N:30]=2)[CH2:34][CH2:33]1. The yield is 0.540. (8) The reactants are [C:1]1(=[C:8]([C:24]2[CH:29]=[CH:28][C:27]([OH:30])=[CH:26][CH:25]=2)[C:9]2[CH:14]=[CH:13][C:12]([O:15][CH2:16][CH2:17][CH2:18][C:19]([O:21]CC)=[O:20])=[CH:11][CH:10]=2)[CH2:7][CH2:6][CH2:5][CH2:4][CH2:3][CH2:2]1.CCO.[OH-].[Na+]. The catalyst is C1COCC1. The product is [C:1]1(=[C:8]([C:24]2[CH:29]=[CH:28][C:27]([OH:30])=[CH:26][CH:25]=2)[C:9]2[CH:14]=[CH:13][C:12]([O:15][CH2:16][CH2:17][CH2:18][C:19]([OH:21])=[O:20])=[CH:11][CH:10]=2)[CH2:7][CH2:6][CH2:5][CH2:4][CH2:3][CH2:2]1. The yield is 0.740. (9) The catalyst is O1CCCC1. The yield is 0.790. The product is [CH:16]([O:12][C:5]1[CH:4]=[C:3]([C:2]([F:13])([F:14])[F:1])[CH:11]=[CH:10][C:6]=1[C:7]([OH:9])=[O:8])([CH3:17])[CH3:15]. The reactants are [F:1][C:2]([F:14])([F:13])[C:3]1[CH:4]=[C:5]([OH:12])[C:6](=[CH:10][CH:11]=1)[C:7]([OH:9])=[O:8].[CH3:15][CH:16](O)[CH3:17].C1(P(C2C=CC=CC=2)C2C=CC=CC=2)C=CC=CC=1.N(C(OC(C)(C)C)=O)=NC(OC(C)(C)C)=O.[OH-].[Na+]. (10) The reactants are [Cl-].[Al+3].[Cl-].[Cl-].[H-].[Al+3].[Li+].[H-].[H-].[H-].[C:11]1([C:17]2[CH:22]=[C:21]([C:23]3[CH:28]=[CH:27][CH:26]=[CH:25][CH:24]=3)[N:20]=[C:19]([O:29][CH2:30][CH2:31][CH2:32][CH2:33][CH2:34][C:35]#[N:36])[CH:18]=2)[CH:16]=[CH:15][CH:14]=[CH:13][CH:12]=1. The catalyst is CCOCC. The product is [NH2:36][CH2:35][CH2:34][CH2:33][CH2:32][CH2:31][CH2:30][O:29][C:19]1[CH:18]=[C:17]([C:11]2[CH:12]=[CH:13][CH:14]=[CH:15][CH:16]=2)[CH:22]=[C:21]([C:23]2[CH:28]=[CH:27][CH:26]=[CH:25][CH:24]=2)[N:20]=1. The yield is 0.710.